This data is from Catalyst prediction with 721,799 reactions and 888 catalyst types from USPTO. The task is: Predict which catalyst facilitates the given reaction. (1) The catalyst class is: 1. Reactant: [CH3:1][O:2][C:3]1[CH:4]=[C:5]([CH2:11][C:12](N(OC)C)=[O:13])[CH:6]=[CH:7][C:8]=1[O:9][CH3:10].[CH2:18]([Mg]Br)[CH2:19][CH3:20]. Product: [CH3:1][O:2][C:3]1[CH:4]=[C:5]([CH2:11][C:12](=[O:13])[CH2:18][CH2:19][CH3:20])[CH:6]=[CH:7][C:8]=1[O:9][CH3:10]. (2) Reactant: [OH-].[Na+].[N+:3]([CH3:6])([O-:5])=[O:4].O1CCCCC1OCCO[C:17]1[C:18]([B:25]2[O:29][C:28](C)(C)[C:27]([CH3:33])(C)[O:26]2)=[C:19](C=[CH:23][CH:24]=1)[CH:20]=[O:21].Cl. Product: [N+:3]([CH2:6][CH:27]1[O:26][B:25]2[O:29][CH2:28][C:19]3[CH2:20][O:21][CH:23]=[CH:24][C:17]([C:18]=32)=[CH:33]1)([O-:5])=[O:4]. The catalyst class is: 238. (3) The catalyst class is: 4. Reactant: [NH2:1][CH2:2][C:3]([NH2:6])([CH3:5])[CH3:4].Cl[C:8]1[C:17]2[C:12](=[CH:13][CH:14]=[CH:15][N:16]=2)[N:11]=[CH:10][C:9]=1[N+:18]([O-:20])=[O:19].C(N(CC)CC)C. Product: [N+:18]([C:9]1[CH:10]=[N:11][C:12]2[C:17]([C:8]=1[NH:1][CH2:2][C:3]([CH3:5])([NH2:6])[CH3:4])=[N:16][CH:15]=[CH:14][CH:13]=2)([O-:20])=[O:19]. (4) Reactant: [NH2:1][C:2]1[C:7]([N+:8]([O-:10])=[O:9])=[CH:6][C:5]([OH:11])=[CH:4][C:3]=1[CH3:12].[O:13]1[CH2:17][CH2:16][CH2:15][C@@H:14]1[C:18](O)=[O:19].CN(C(ON1N=NC2C=CC=CC1=2)=[N+](C)C)C.[B-](F)(F)(F)F.CCN(C(C)C)C(C)C. Product: [O:13]1[CH2:17][CH2:16][CH2:15][CH:14]1[C:18]([O:11][C:5]1[CH:6]=[C:7]([N+:8]([O-:10])=[O:9])[C:2]([NH2:1])=[C:3]([CH3:12])[CH:4]=1)=[O:19]. The catalyst class is: 3. (5) Reactant: [C:1]1([C:7]2([C:13]([CH:15]([C:21](OCC)=[O:22])[C:16]([O:18][CH2:19][CH3:20])=[O:17])=[O:14])[CH2:12][CH2:11][O:10][CH2:9][CH2:8]2)[CH:6]=[CH:5][CH:4]=[CH:3][CH:2]=1.O=P12OP3(OP(OP(O3)(O1)=O)(=O)O2)=O.OS(O)(=O)=O. Product: [OH:22][C:21]1[C:2]2[C:1](=[CH:6][CH:5]=[CH:4][CH:3]=2)[C:7]2([CH2:12][CH2:11][O:10][CH2:9][CH2:8]2)[C:13](=[O:14])[C:15]=1[C:16]([O:18][CH2:19][CH3:20])=[O:17]. The catalyst class is: 25.